This data is from Forward reaction prediction with 1.9M reactions from USPTO patents (1976-2016). The task is: Predict the product of the given reaction. (1) The product is: [Cl:1][C:2]1[N:3]=[C:4]([CH2:24][OH:25])[N:5]([C:17]2[CH:22]=[CH:21][C:20]([F:23])=[CH:19][CH:18]=2)[C:6]=1[C:7]1[C:12]([F:13])=[CH:11][C:10]([O:14][CH3:15])=[CH:9][C:8]=1[F:16]. Given the reactants [Cl:1][C:2]1[N:3]=[C:4]([CH:24]=[O:25])[N:5]([C:17]2[CH:22]=[CH:21][C:20]([F:23])=[CH:19][CH:18]=2)[C:6]=1[C:7]1[C:12]([F:13])=[CH:11][C:10]([O:14][CH3:15])=[CH:9][C:8]=1[F:16].[BH4-].[Na+].O, predict the reaction product. (2) Given the reactants C1(N2CCN3C(CC4(C5C=CC=CC=5)CCCC4)=NC(=O)C(O)=C3C2=O)CC1.C([O:36][C:37]1[C:42](=[O:43])[N:41]=[C:40]([CH2:44][C:45]2([C:50]3[CH:55]=[CH:54][CH:53]=[CH:52][CH:51]=3)[CH2:49][CH2:48][CH2:47][CH2:46]2)[N:39]2[CH2:56][CH2:57][N:58]([CH:61]3[CH2:65][CH2:64][CH2:63][CH2:62]3)[C:59](=[O:60])[C:38]=12)C1C=CC=CC=1, predict the reaction product. The product is: [CH:61]1([N:58]2[CH2:57][CH2:56][N:39]3[C:40]([CH2:44][C:45]4([C:50]5[CH:55]=[CH:54][CH:53]=[CH:52][CH:51]=5)[CH2:46][CH2:47][CH2:48][CH2:49]4)=[N:41][C:42](=[O:43])[C:37]([OH:36])=[C:38]3[C:59]2=[O:60])[CH2:62][CH2:63][CH2:64][CH2:65]1. (3) Given the reactants [C:1]([C:5]1[N:10]=[C:9]([O:11][CH2:12][CH3:13])[C:8]([C:14]2[N:15]([C:35](Cl)=[O:36])[C:16]([C:28]3[CH:33]=[CH:32][C:31]([Cl:34])=[CH:30][CH:29]=3)([CH3:27])[C:17]([C:20]3[CH:25]=[CH:24][C:23]([Cl:26])=[CH:22][CH:21]=3)([CH3:19])[N:18]=2)=[CH:7][N:6]=1)([CH3:4])([CH3:3])[CH3:2].[OH:38][CH:39]1[CH2:44][CH2:43][CH2:42][NH:41][CH2:40]1, predict the reaction product. The product is: [C:1]([C:5]1[N:10]=[C:9]([O:11][CH2:12][CH3:13])[C:8]([C:14]2[N:15]([C:35]([N:41]3[CH2:42][CH2:43][CH2:44][CH:39]([OH:38])[CH2:40]3)=[O:36])[C:16]([C:28]3[CH:33]=[CH:32][C:31]([Cl:34])=[CH:30][CH:29]=3)([CH3:27])[C:17]([C:20]3[CH:25]=[CH:24][C:23]([Cl:26])=[CH:22][CH:21]=3)([CH3:19])[N:18]=2)=[CH:7][N:6]=1)([CH3:2])([CH3:3])[CH3:4]. (4) The product is: [CH3:50][N:51]([CH3:57])[C@@H:52]1[CH2:56][CH2:55][N:54]([C:8]([NH:9][C:19]2[CH:24]=[C:23]([O:25][C:26]3[CH:31]=[CH:30][C:29]([NH:32][C:33]([C:35]4([C:38]([NH:39][C:40]5[CH:41]=[CH:42][C:43]([F:46])=[CH:44][CH:45]=5)=[O:47])[CH2:37][CH2:36]4)=[O:34])=[CH:28][C:27]=3[F:48])[CH:22]=[CH:21][N:20]=2)=[O:7])[CH2:53]1. Given the reactants C1([O:7][C:8](=O)[N:9]([C:19]2[CH:24]=[C:23]([O:25][C:26]3[CH:31]=[CH:30][C:29]([NH:32][C:33]([C:35]4([C:38](=[O:47])[NH:39][C:40]5[CH:45]=[CH:44][C:43]([F:46])=[CH:42][CH:41]=5)[CH2:37][CH2:36]4)=[O:34])=[CH:28][C:27]=3[F:48])[CH:22]=[CH:21][N:20]=2)C(OC2C=CC=CC=2)=O)C=CC=CC=1.[CH3:50][N:51]([CH3:57])[C@@H:52]1[CH2:56][CH2:55][NH:54][CH2:53]1, predict the reaction product. (5) Given the reactants [CH3:1]C(C[AlH]CC(C)C)C.[C:10]([Si:16]1([CH3:20])[CH2:19][CH2:18][CH2:17]1)#[C:11][CH2:12][CH2:13][CH2:14][CH3:15].[F-].[Na+].O, predict the reaction product. The product is: [CH:10](/[Si:16]1([CH3:20])[CH2:17][CH2:18][CH2:19]1)=[CH:11]/[CH2:12][CH2:13][CH2:14][CH2:15][CH3:1]. (6) Given the reactants C(OC([N:8]1[CH2:13][CH2:12][CH:11]([N:14]2[CH2:18][CH2:17][CH2:16][C@H:15]2[CH2:19][OH:20])[CH2:10][CH2:9]1)=O)(C)(C)C.[ClH:21], predict the reaction product. The product is: [ClH:21].[ClH:21].[NH:8]1[CH2:9][CH2:10][CH:11]([N:14]2[CH2:18][CH2:17][CH2:16][C@H:15]2[CH2:19][OH:20])[CH2:12][CH2:13]1. (7) Given the reactants [F:1][C:2]1[CH:9]=[CH:8][CH:7]=[C:6]([S:10]([N:13]2[CH2:17][CH2:16][S:15][CH2:14]2)(=[O:12])=[O:11])[C:3]=1[C:4]#[N:5].I([O-])(=O)(=O)=[O:19].[Na+], predict the reaction product. The product is: [F:1][C:2]1[CH:9]=[CH:8][CH:7]=[C:6]([S:10]([N:13]2[CH2:17][CH2:16][S:15](=[O:19])[CH2:14]2)(=[O:12])=[O:11])[C:3]=1[C:4]#[N:5]. (8) Given the reactants [CH2:1]([CH:5]([CH2:11][C:12]1[CH:17]=[CH:16][C:15]([O:18][CH2:19][CH2:20][NH:21][C:22]([C:24]2[CH:29]=[CH:28][C:27]([C:30]3[CH:35]=[CH:34][CH:33]=[CH:32][C:31]=3[O:36][CH3:37])=[CH:26][CH:25]=2)=[O:23])=[CH:14][CH:13]=1)[C:6]([O:8]CC)=[O:7])[CH2:2][CH2:3][CH3:4].[OH-].[Na+], predict the reaction product. The product is: [CH2:1]([CH:5]([CH2:11][C:12]1[CH:13]=[CH:14][C:15]([O:18][CH2:19][CH2:20][NH:21][C:22]([C:24]2[CH:25]=[CH:26][C:27]([C:30]3[CH:35]=[CH:34][CH:33]=[CH:32][C:31]=3[O:36][CH3:37])=[CH:28][CH:29]=2)=[O:23])=[CH:16][CH:17]=1)[C:6]([OH:8])=[O:7])[CH2:2][CH2:3][CH3:4]. (9) Given the reactants [C:1]([O:5][C:6]([NH:8][C:9]1[CH:10]=[C:11]([CH3:20])[C:12]([O:15][CH2:16][C:17]([OH:19])=O)=[N:13][CH:14]=1)=[O:7])([CH3:4])([CH3:3])[CH3:2].[CH2:21]([N:28]1[CH2:33][CH2:32][CH:31]([NH:34][CH3:35])[CH2:30][CH2:29]1)[C:22]1[CH:27]=[CH:26][CH:25]=[CH:24][CH:23]=1, predict the reaction product. The product is: [CH2:21]([N:28]1[CH2:33][CH2:32][CH:31]([N:34]([CH3:35])[C:17](=[O:19])[CH2:16][O:15][C:12]2[N:13]=[CH:14][C:9]([NH:8][C:6](=[O:7])[O:5][C:1]([CH3:2])([CH3:3])[CH3:4])=[CH:10][C:11]=2[CH3:20])[CH2:30][CH2:29]1)[C:22]1[CH:23]=[CH:24][CH:25]=[CH:26][CH:27]=1. (10) Given the reactants FC(F)(F)C1C=C(NC(=O)NC2C=CC(C3SC(CCC(OC)=O)=NC=3)=CC=2)C=CC=1.[NH2:32][C:33]1[CH:38]=[CH:37][C:36]([C:39]2[S:43][C:42]([C:44]34[CH2:53][CH:48]5[CH2:49][CH:50]([CH2:52][C:46]([C:54]([O:56][CH3:57])=[O:55])([CH2:47]5)[CH2:45]3)[CH2:51]4)=[N:41][CH:40]=2)=[CH:35][CH:34]=1.[F:58][C:59]1[CH:64]=[CH:63][CH:62]=[CH:61][C:60]=1[N:65]=[C:66]=[O:67], predict the reaction product. The product is: [F:58][C:59]1[CH:64]=[CH:63][CH:62]=[CH:61][C:60]=1[NH:65][C:66](=[O:67])[NH:32][C:33]1[CH:38]=[CH:37][C:36]([C:39]2[S:43][C:42]([C:44]34[CH2:53][CH:48]5[CH2:49][CH:50]([CH2:52][C:46]([C:54]([O:56][CH3:57])=[O:55])([CH2:47]5)[CH2:45]3)[CH2:51]4)=[N:41][CH:40]=2)=[CH:35][CH:34]=1.